From a dataset of Catalyst prediction with 721,799 reactions and 888 catalyst types from USPTO. Predict which catalyst facilitates the given reaction. (1) Reactant: C[O:2][C:3]([C:5]1[C:6]([C:11]2[CH:16]=[CH:15][CH:14]=[CH:13][C:12]=2[F:17])=[N:7][O:8][C:9]=1[CH3:10])=[O:4].CO.[OH-].[Na+].Cl. Product: [C:3]([C:5]1[C:6]([C:11]2[CH:16]=[CH:15][CH:14]=[CH:13][C:12]=2[F:17])=[N:7][O:8][C:9]=1[CH3:10])([OH:4])=[O:2]. The catalyst class is: 6. (2) The catalyst class is: 7. Reactant: [F:1][C:2]1[CH:22]=[CH:21][C:5]([CH2:6][O:7][C:8]2[CH:13]=[CH:12][C:11]([CH:14]([CH:18]([CH3:20])[CH3:19])[C:15](O)=[O:16])=[CH:10][CH:9]=2)=[CH:4][CH:3]=1.C(N1C=CN=C1)(N1C=CN=C1)=O.N1C=CN=C1.[H-].[Na+].[NH2:42][C:43]1[S:44][S:45][C:46](=[S:48])[N:47]=1.O.[Cl-].[NH4+]. Product: [F:1][C:2]1[CH:22]=[CH:21][C:5]([CH2:6][O:7][C:8]2[CH:13]=[CH:12][C:11]([CH:14]([CH:18]([CH3:20])[CH3:19])[C:15]([NH:42][C:43]3[S:44][S:45][C:46](=[S:48])[N:47]=3)=[O:16])=[CH:10][CH:9]=2)=[CH:4][CH:3]=1. (3) Reactant: [N+:1]([O-:4])(O)=[O:2].S(=O)(=O)(O)O.[OH:10][C:11]1[CH:18]=[C:17]([CH3:19])[C:14]([C:15]#[N:16])=[C:13]([CH3:20])[N:12]=1.[OH-].[Na+]. Product: [OH:10][C:11]1[C:18]([N+:1]([O-:4])=[O:2])=[C:17]([CH3:19])[C:14]([C:15]#[N:16])=[C:13]([CH3:20])[N:12]=1. The catalyst class is: 6. (4) Reactant: [N:1]1[CH:6]=[CH:5][CH:4]=[C:3](/[CH:7]=[CH:8]/[CH2:9][C@H:10]([OH:12])[CH3:11])[CH:2]=1.[C:13]1([CH3:23])[CH:18]=[CH:17][C:16]([S:19](Cl)(=[O:21])=[O:20])=[CH:15][CH:14]=1. Product: [C:13]1([CH3:23])[CH:18]=[CH:17][C:16]([S:19]([O:12][C@@H:10]([CH2:9]/[CH:8]=[CH:7]/[C:3]2[CH:2]=[N:1][CH:6]=[CH:5][CH:4]=2)[CH3:11])(=[O:21])=[O:20])=[CH:15][CH:14]=1. The catalyst class is: 17. (5) Reactant: [Br-].[OH:2][CH2:3][CH2:4][CH2:5][P+](C1C=CC=CC=1)(C1C=CC=CC=1)C1C=CC=CC=1.O.[Na].[CH2:27]([O:34][C:35]1[CH:42]=[CH:41][C:38]([CH:39]=O)=[CH:37][CH:36]=1)[C:28]1[CH:33]=[CH:32][CH:31]=[CH:30][CH:29]=1. Product: [CH2:27]([O:34][C:35]1[CH:42]=[CH:41][C:38]([CH:39]=[CH:5][CH2:4][CH2:3][OH:2])=[CH:37][CH:36]=1)[C:28]1[CH:33]=[CH:32][CH:31]=[CH:30][CH:29]=1. The catalyst class is: 1. (6) Product: [C:1]([O:5][C:6]([NH:8][CH2:9][C:10]1[CH:11]=[CH:12][C:13]([Cl:19])=[C:14]([CH:18]=1)[C:15]([O:17][CH3:22])=[O:16])=[O:7])([CH3:4])([CH3:2])[CH3:3]. Reactant: [C:1]([O:5][C:6]([NH:8][CH2:9][C:10]1[CH:11]=[CH:12][C:13]([Cl:19])=[C:14]([CH:18]=1)[C:15]([OH:17])=[O:16])=[O:7])([CH3:4])([CH3:3])[CH3:2].CI.[C:22]([O-])([O-])=O.[K+].[K+]. The catalyst class is: 31. (7) Reactant: [Li]CCCC.[Cl:6][C:7]1[CH:12]=[C:11]([F:13])[CH:10]=[CH:9][C:8]=1[NH:14][C:15]([C:17]1[CH:21]=[CH:20][N:19]([S:22]([C:25]2[CH:30]=[CH:29][CH:28]=[CH:27][CH:26]=2)(=[O:24])=[O:23])[N:18]=1)=[O:16].[Cl:31]N1C(=O)CCC1=O.Cl.[Na+].[Cl-]. Product: [Cl:6][C:7]1[CH:12]=[C:11]([F:13])[CH:10]=[CH:9][C:8]=1[NH:14][C:15]([C:17]1[CH:21]=[C:20]([Cl:31])[N:19]([S:22]([C:25]2[CH:26]=[CH:27][CH:28]=[CH:29][CH:30]=2)(=[O:23])=[O:24])[N:18]=1)=[O:16]. The catalyst class is: 1. (8) Reactant: [CH3:1][N:2]1[C:7](=[O:8])[CH:6]=[CH:5][C:4]([N:9]2[C:17]3[C:12](=[CH:13][CH:14]=[CH:15][CH:16]=3)[CH2:11][C@H:10]2[C:18](O)=[O:19])=[N:3]1.C1N=CN(C(N2C=NC=C2)=O)C=1.[NH:33]1[CH2:38][CH2:37][CH2:36][CH2:35][CH2:34]1.O. Product: [CH3:1][N:2]1[C:7](=[O:8])[CH:6]=[CH:5][C:4]([N:9]2[C:17]3[C:12](=[CH:13][CH:14]=[CH:15][CH:16]=3)[CH2:11][C@H:10]2[C:18]([N:33]2[CH2:38][CH2:37][CH2:36][CH2:35][CH2:34]2)=[O:19])=[N:3]1. The catalyst class is: 7.